The task is: Predict the reactants needed to synthesize the given product.. This data is from Full USPTO retrosynthesis dataset with 1.9M reactions from patents (1976-2016). (1) Given the product [F:1][C:2]([F:39])([F:38])[C:3]1[CH:4]=[C:5]([CH:31]=[C:32]([C:34]([F:37])([F:36])[F:35])[CH:33]=1)[CH2:6][N:7]([CH2:14][C:15]1[C:16]([N:22]([CH2:25][CH:26]2[CH2:30][CH2:29][CH2:28][CH2:27]2)[CH2:23][CH3:24])=[N:17][CH:18]=[C:19]([NH:50][CH2:46][CH:47]([CH3:49])[CH3:48])[CH:20]=1)[C:8]1[N:9]=[N:10][N:11]([CH3:13])[N:12]=1, predict the reactants needed to synthesize it. The reactants are: [F:1][C:2]([F:39])([F:38])[C:3]1[CH:4]=[C:5]([CH:31]=[C:32]([C:34]([F:37])([F:36])[F:35])[CH:33]=1)[CH2:6][N:7]([CH2:14][C:15]1[C:16]([N:22]([CH2:25][CH:26]2[CH2:30][CH2:29][CH2:28][CH2:27]2)[CH2:23][CH3:24])=[N:17][CH:18]=[C:19](Br)[CH:20]=1)[C:8]1[N:9]=[N:10][N:11]([CH3:13])[N:12]=1.CC(C)([O-])C.[Na+].[CH2:46]([NH2:50])[CH:47]([CH3:49])[CH3:48].C1(P(C2C=CC=CC=2)C2C=CC3C(=CC=CC=3)C=2C2C3C(=CC=CC=3)C=CC=2P(C2C=CC=CC=2)C2C=CC=CC=2)C=CC=CC=1. (2) Given the product [CH2:7]([O:9][C:10]1[CH:15]=[C:14]([CH:16]=[O:17])[CH:13]=[C:12]([C:20]([F:25])([F:26])[C:21]([F:22])([F:23])[F:24])[C:11]=1[C:27]1[CH:28]=[CH:29][C:30]([F:33])=[CH:31][CH:32]=1)[CH3:8], predict the reactants needed to synthesize it. The reactants are: [H-].[Al+3].[Li+].[H-].[H-].[H-].[CH2:7]([O:9][C:10]1[CH:15]=[C:14]([C:16](OC)=[O:17])[CH:13]=[C:12]([C:20]([F:26])([F:25])[C:21]([F:24])([F:23])[F:22])[C:11]=1[C:27]1[CH:32]=[CH:31][C:30]([F:33])=[CH:29][CH:28]=1)[CH3:8].C1COCC1.[OH-].[Na+]. (3) Given the product [Cl:19][C:20]1[CH:21]=[C:22]([N+:27]([O-:29])=[O:28])[CH:23]=[CH:24][C:25]=1[N:2]1[CH2:3][CH2:4][CH:5]([N:8]2[C:13]3[CH:14]=[CH:15][CH:16]=[CH:17][C:12]=3[CH2:11][O:10][C:9]2=[O:18])[CH2:6][CH2:7]1, predict the reactants needed to synthesize it. The reactants are: Cl.[NH:2]1[CH2:7][CH2:6][CH:5]([N:8]2[C:13]3[CH:14]=[CH:15][CH:16]=[CH:17][C:12]=3[CH2:11][O:10][C:9]2=[O:18])[CH2:4][CH2:3]1.[Cl:19][C:20]1[CH:21]=[C:22]([N+:27]([O-:29])=[O:28])[CH:23]=[CH:24][C:25]=1F. (4) Given the product [NH2:13][C:1]1[CH:6]=[CH:5][N:4]=[C:3]([C:9]([OH:11])=[O:10])[CH:2]=1, predict the reactants needed to synthesize it. The reactants are: [C:1]1([NH2:13])[C:6](Cl)=[C:5](Cl)[N:4]=[C:3]([C:9]([OH:11])=[O:10])[C:2]=1Cl.[Li+].[OH-]. (5) The reactants are: Cl.CC([CH:6]1[CH2:11][N:10]([C:12]2[C:21]([F:22])=[CH:20][CH:19]=[C:18]3[C:13]=2[CH:14]=[CH:15][C:16]([CH3:23])=[N:17]3)[CH2:9][CH2:8][N:7]1C([O-])=O)(C)C. Given the product [F:22][C:21]1[C:12]([N:10]2[CH2:9][CH2:8][NH:7][CH2:6][CH2:11]2)=[C:13]2[C:18](=[CH:19][CH:20]=1)[N:17]=[C:16]([CH3:23])[CH:15]=[CH:14]2, predict the reactants needed to synthesize it. (6) Given the product [ClH:3].[NH2:5][CH2:6][CH2:7][CH2:8][CH2:9][CH2:10][CH2:11][CH2:12][CH2:13][CH2:14][CH2:15][CH2:16][C:17]([O:19][CH2:20][CH3:21])=[O:18], predict the reactants needed to synthesize it. The reactants are: S(Cl)([Cl:3])=O.[NH2:5][CH2:6][CH2:7][CH2:8][CH2:9][CH2:10][CH2:11][CH2:12][CH2:13][CH2:14][CH2:15][CH2:16][C:17]([OH:19])=[O:18].[CH2:20](O)[CH3:21].